Dataset: Peptide-MHC class I binding affinity with 185,985 pairs from IEDB/IMGT. Task: Regression. Given a peptide amino acid sequence and an MHC pseudo amino acid sequence, predict their binding affinity value. This is MHC class I binding data. The peptide sequence is LFKTTVNSL. The MHC is HLA-A24:02 with pseudo-sequence HLA-A24:02. The binding affinity (normalized) is 0.388.